This data is from Forward reaction prediction with 1.9M reactions from USPTO patents (1976-2016). The task is: Predict the product of the given reaction. (1) Given the reactants Cl[CH2:2][C:3]([NH:5][C:6]1[C:11]([CH:12]([CH3:14])[CH3:13])=[CH:10][CH:9]=[CH:8][C:7]=1[CH:15]([CH3:17])[CH3:16])=[O:4].[CH2:18]([NH:23][CH2:24][C:25]1[CH:30]=[CH:29][C:28]([C:31]2[CH:36]=[CH:35][CH:34]=[CH:33][C:32]=2[C:37]2[N:41]([C:42]([C:55]3[CH:60]=[CH:59][CH:58]=[CH:57][CH:56]=3)([C:49]3[CH:54]=[CH:53][CH:52]=[CH:51][CH:50]=3)[C:43]3[CH:48]=[CH:47][CH:46]=[CH:45][CH:44]=3)[N:40]=[N:39][N:38]=2)=[CH:27][CH:26]=1)[CH2:19][CH2:20][CH2:21][CH3:22].[I-].[K+].C(N(CC)CC)C, predict the reaction product. The product is: [CH:15]([C:7]1[CH:8]=[CH:9][CH:10]=[C:11]([CH:12]([CH3:14])[CH3:13])[C:6]=1[NH:5][C:3]([CH2:2][N:23]([CH2:18][CH2:19][CH2:20][CH2:21][CH3:22])[CH2:24][C:25]1[CH:30]=[CH:29][C:28]([C:31]2[CH:36]=[CH:35][CH:34]=[CH:33][C:32]=2[C:37]2[N:41]([C:42]([C:55]3[CH:56]=[CH:57][CH:58]=[CH:59][CH:60]=3)([C:49]3[CH:50]=[CH:51][CH:52]=[CH:53][CH:54]=3)[C:43]3[CH:48]=[CH:47][CH:46]=[CH:45][CH:44]=3)[N:40]=[N:39][N:38]=2)=[CH:27][CH:26]=1)=[O:4])([CH3:17])[CH3:16]. (2) Given the reactants Br[C:2]1[N:10]([CH2:11][C:12]2[CH:17]=[CH:16][CH:15]=[CH:14][C:13]=2[Br:18])[C:9]2[C:8](=[O:19])[NH:7][C:6](=[O:20])[N:5]([CH3:21])[C:4]=2[N:3]=1.[NH:22]1[CH2:28][CH2:27][CH2:26][CH2:25][CH:24]([NH2:29])[CH2:23]1.C(N(CC)CC)C.O, predict the reaction product. The product is: [NH2:29][CH:24]1[CH2:25][CH2:26][CH2:27][CH2:28][N:22]([C:2]2[N:10]([CH2:11][C:12]3[CH:17]=[CH:16][CH:15]=[CH:14][C:13]=3[Br:18])[C:9]3[C:8](=[O:19])[NH:7][C:6](=[O:20])[N:5]([CH3:21])[C:4]=3[N:3]=2)[CH2:23]1. (3) Given the reactants [S:1]1[CH:5]=[CH:4][N:3]=[C:2]1[NH:6][S:7]([C:10]1[CH:11]=[N:12][C:13](Cl)=[CH:14][CH:15]=1)(=[O:9])=[O:8].[NH3:17], predict the reaction product. The product is: [NH2:17][C:13]1[N:12]=[CH:11][C:10]([S:7]([NH:6][C:2]2[S:1][CH:5]=[CH:4][N:3]=2)(=[O:9])=[O:8])=[CH:15][CH:14]=1. (4) Given the reactants Br.[NH2:2][C:3]1[N:8]=[C:7]([C:9](=O)[CH2:10]Br)[CH:6]=[CH:5][N:4]=1.[CH:13]1([CH2:16][NH2:17])[CH2:15][CH2:14]1.[NH:18]1[CH2:23][CH2:22][C:21](=O)[CH2:20][C:19]1=[O:25], predict the reaction product. The product is: [NH2:2][C:3]1[N:8]=[C:7]([C:9]2[N:17]([CH2:16][CH:13]3[CH2:15][CH2:14]3)[C:21]3[CH2:22][CH2:23][NH:18][C:19](=[O:25])[C:20]=3[CH:10]=2)[CH:6]=[CH:5][N:4]=1. (5) Given the reactants [CH3:1][O:2][C:3]1[CH:8]=[CH:7][C:6]([N+:9]([O-:11])=[O:10])=[CH:5][C:4]=1[OH:12].Cl.Cl[CH2:15][CH2:16][N:17]1[CH2:22][CH2:21][CH2:20][CH2:19][CH2:18]1, predict the reaction product. The product is: [CH3:1][O:2][C:3]1[CH:8]=[CH:7][C:6]([N+:9]([O-:11])=[O:10])=[CH:5][C:4]=1[O:12][CH2:15][CH2:16][N:17]1[CH2:22][CH2:21][CH2:20][CH2:19][CH2:18]1. (6) Given the reactants Cl[C:2]1[C:7]2[N:8]=[C:9]([NH:12][C:13]3[CH:18]=[CH:17][C:16]([C:19]4[CH:20]=[N:21][N:22]([CH3:24])[CH:23]=4)=[CH:15][C:14]=3[O:25][CH3:26])[N:10]=[CH:11][C:6]=2[CH:5]=[CH:4][N:3]=1.[N:27]1[CH:32]=[C:31](B(O)O)[CH:30]=[N:29][CH:28]=1.C(=O)([O-])[O-].[K+].[K+], predict the reaction product. The product is: [CH3:26][O:25][C:14]1[CH:15]=[C:16]([C:19]2[CH:20]=[N:21][N:22]([CH3:24])[CH:23]=2)[CH:17]=[CH:18][C:13]=1[NH:12][C:9]1[N:10]=[CH:11][C:6]2[CH:5]=[CH:4][N:3]=[C:2]([C:31]3[CH:32]=[N:27][CH:28]=[N:29][CH:30]=3)[C:7]=2[N:8]=1. (7) Given the reactants [C:1]([C:3]1[CH:8]=[CH:7][CH:6]=[CH:5][C:4]=1[OH:9])#[N:2].Br[CH2:11][C:12]([O:14][C:15]([CH3:18])([CH3:17])[CH3:16])=[O:13].C(=O)([O-])[O-].[K+].[K+], predict the reaction product. The product is: [C:1]([C:3]1[CH:8]=[CH:7][CH:6]=[CH:5][C:4]=1[O:9][CH2:11][C:12]([O:14][C:15]([CH3:18])([CH3:17])[CH3:16])=[O:13])#[N:2].